Dataset: Catalyst prediction with 721,799 reactions and 888 catalyst types from USPTO. Task: Predict which catalyst facilitates the given reaction. (1) Reactant: [CH3:1][N:2]([CH3:20])[CH2:3][CH2:4][N:5]1[C:14]2[C:9](=[CH:10][C:11]([I:15])=[CH:12][CH:13]=2)[C:8](=[O:16])[C:7]([C:17]([OH:19])=O)=[CH:6]1.[CH2:21]([N:23](CC)[CH2:24]C)C.CN(C(ON1N=NC2C=CC=NC1=2)=[N+](C)C)C.F[P-](F)(F)(F)(F)F.CNC. Product: [CH3:20][N:2]([CH3:1])[CH2:3][CH2:4][N:5]1[C:14]2[C:9](=[CH:10][C:11]([I:15])=[CH:12][CH:13]=2)[C:8](=[O:16])[C:7]([C:17]([N:23]([CH3:24])[CH3:21])=[O:19])=[CH:6]1. The catalyst class is: 9. (2) Reactant: [CH2:1]([O:3][C:4](=[O:25])[CH2:5][CH:6]1[CH2:11][CH2:10][N:9]([C:12]2[C:17]([NH2:18])=[CH:16][C:15]([C:19]3[CH:24]=[CH:23][CH:22]=[CH:21][CH:20]=3)=[CH:14][N:13]=2)[CH2:8][CH2:7]1)[CH3:2].[Cl:26][C:27]1[CH:28]=[C:29]([CH:33]=[CH:34][CH:35]=1)[C:30](Cl)=[O:31]. Product: [CH2:1]([O:3][C:4](=[O:25])[CH2:5][CH:6]1[CH2:11][CH2:10][N:9]([C:12]2[C:17]([NH:18][C:30](=[O:31])[C:29]3[CH:33]=[CH:34][CH:35]=[C:27]([Cl:26])[CH:28]=3)=[CH:16][C:15]([C:19]3[CH:20]=[CH:21][CH:22]=[CH:23][CH:24]=3)=[CH:14][N:13]=2)[CH2:8][CH2:7]1)[CH3:2]. The catalyst class is: 10. (3) Reactant: [Cl:1][C:2]1[CH:7]=[CH:6][CH:5]=[CH:4][C:3]=1[O:8][CH3:9].C([Li])(CC)C.[Br:15][C:16]1[CH:17]=[CH:18][C:19]2[N:24]=C(C)[O:22][C:21](=O)[C:20]=2[CH:27]=1. Product: [NH2:24][C:19]1[CH:18]=[CH:17][C:16]([Br:15])=[CH:27][C:20]=1[C:21]([C:7]1[CH:6]=[CH:5][CH:4]=[C:3]([O:8][CH3:9])[C:2]=1[Cl:1])=[O:22]. The catalyst class is: 7. (4) Reactant: [Br:1][C:2]1[CH:11]=[C:10]2[C:5]([N:6]=[CH:7][C:8](O)=[N:9]2)=[CH:4][CH:3]=1.P(Cl)(Cl)([Cl:15])=O. Product: [Br:1][C:2]1[CH:11]=[C:10]2[C:5]([N:6]=[CH:7][C:8]([Cl:15])=[N:9]2)=[CH:4][CH:3]=1. The catalyst class is: 3. (5) Reactant: [Br:1][C:2]1[CH:3]=[CH:4][C:5]([NH:12][CH2:13][CH2:14][CH3:15])=[C:6]([CH:11]=1)[C:7]([O:9]C)=[O:8].[OH-].[K+]. Product: [Br:1][C:2]1[CH:3]=[CH:4][C:5]([NH:12][CH2:13][CH2:14][CH3:15])=[C:6]([CH:11]=1)[C:7]([OH:9])=[O:8]. The catalyst class is: 24. (6) Reactant: [F:1][C:2]([F:28])([C:7]1[CH:11]=[C:10]([NH:12][C:13](=O)[O:14]C2C=CC=CC=2)[N:9]([C:22]2[CH:27]=[CH:26][CH:25]=[CH:24][CH:23]=2)[N:8]=1)[C:3]([F:6])([F:5])[F:4].COC1C=C2C(=CC=1OC)N=C[N:35]=C2OC1C=C(C=CC=1)N.C(N(C(C)C)CC)C. Product: [F:28][C:2]([F:1])([C:7]1[CH:11]=[C:10]([NH:12][C:13](=[O:14])[NH2:35])[N:9]([C:22]2[CH:23]=[CH:24][CH:25]=[CH:26][CH:27]=2)[N:8]=1)[C:3]([F:5])([F:6])[F:4]. The catalyst class is: 1. (7) Reactant: C(N(CC)CC)C.[CH3:8][S:9](Cl)(=[O:11])=[O:10].[O:13]([CH2:20][C:21]1([CH2:25][OH:26])[CH2:24][CH2:23][CH2:22]1)[C:14]1[CH:19]=[CH:18][CH:17]=[CH:16][CH:15]=1. Product: [CH3:8][S:9]([O:26][CH2:25][C:21]1([CH2:20][O:13][C:14]2[CH:19]=[CH:18][CH:17]=[CH:16][CH:15]=2)[CH2:24][CH2:23][CH2:22]1)(=[O:11])=[O:10]. The catalyst class is: 4.